Dataset: Forward reaction prediction with 1.9M reactions from USPTO patents (1976-2016). Task: Predict the product of the given reaction. (1) Given the reactants [Cl:1][C:2]1[CH:3]=[C:4]2[C:9](=[CH:10][C:11]=1[C:12]([OH:14])=O)[N:8]=[CH:7][N:6]=[C:5]2[NH:15][CH:16]([C:18]1[NH:22][C:21]2[CH:23]=[CH:24][C:25]([Cl:27])=[CH:26][C:20]=2[N:19]=1)[CH3:17].FC1C(OC(N(C)C)=[N+](C)C)=C(F)C(F)=C(F)C=1F.F[P-](F)(F)(F)(F)F.C(N(C(C)C)CC)(C)C.[CH2:63]([N:65]([CH2:75][CH3:76])[CH2:66][CH2:67][CH2:68][CH:69]1[CH2:74][CH2:73][CH2:72][NH:71][CH2:70]1)[CH3:64], predict the reaction product. The product is: [Cl:1][C:2]1[CH:3]=[C:4]2[C:9](=[CH:10][C:11]=1[C:12]([N:71]1[CH2:72][CH2:73][CH2:74][CH:69]([CH2:68][CH2:67][CH2:66][N:65]([CH2:75][CH3:76])[CH2:63][CH3:64])[CH2:70]1)=[O:14])[N:8]=[CH:7][N:6]=[C:5]2[NH:15][CH:16]([C:18]1[NH:22][C:21]2[CH:23]=[CH:24][C:25]([Cl:27])=[CH:26][C:20]=2[N:19]=1)[CH3:17]. (2) Given the reactants [CH:1]([N:4]([CH:18]([CH3:20])[CH3:19])[C:5]([N:7]1[C:11]2[CH:12]=[C:13]([CH3:17])[C:14]([CH3:16])=[CH:15][C:10]=2[N:9]=[CH:8]1)=[O:6])([CH3:3])[CH3:2].[Li]CCCC.Cl[P:27]([CH:33]1[CH2:37][CH2:36][CH2:35][CH2:34]1)[CH:28]1[CH2:32][CH2:31][CH2:30][CH2:29]1, predict the reaction product. The product is: [CH:33]1([P:27]([CH:28]2[CH2:29][CH2:30][CH2:31][CH2:32]2)[C:8]2[N:7]([C:5]([N:4]([CH:1]([CH3:3])[CH3:2])[CH:18]([CH3:20])[CH3:19])=[O:6])[C:11]3[CH:12]=[C:13]([CH3:17])[C:14]([CH3:16])=[CH:15][C:10]=3[N:9]=2)[CH2:34][CH2:35][CH2:36][CH2:37]1. (3) Given the reactants [CH:1]([NH:4][C:5]1[C:10]([C:11]([O:13]CC)=[O:12])=[CH:9][N:8]=[C:7]([S:16][CH3:17])[N:6]=1)([CH3:3])[CH3:2].[OH-].[Na+].C(O)(=O)CC(CC(O)=O)(C(O)=O)O, predict the reaction product. The product is: [CH:1]([NH:4][C:5]1[C:10]([C:11]([OH:13])=[O:12])=[CH:9][N:8]=[C:7]([S:16][CH3:17])[N:6]=1)([CH3:3])[CH3:2]. (4) Given the reactants Cl[C:2]1[CH:7]=[C:6]([CH3:8])[N:5]=[C:4]([C:9]2[CH:14]=[CH:13][CH:12]=[CH:11][N:10]=2)[N:3]=1.[NH2:15][C:16]1[CH:21]=[CH:20][CH:19]=[C:18]([CH3:22])[CH:17]=1, predict the reaction product. The product is: [CH3:22][C:18]1[CH:17]=[C:16]([CH:21]=[CH:20][CH:19]=1)[NH:15][C:2]1[CH:7]=[C:6]([CH3:8])[N:5]=[C:4]([C:9]2[CH:14]=[CH:13][CH:12]=[CH:11][N:10]=2)[N:3]=1.